This data is from Aqueous solubility values for 9,982 compounds from the AqSolDB database. The task is: Regression/Classification. Given a drug SMILES string, predict its absorption, distribution, metabolism, or excretion properties. Task type varies by dataset: regression for continuous measurements (e.g., permeability, clearance, half-life) or binary classification for categorical outcomes (e.g., BBB penetration, CYP inhibition). For this dataset (solubility_aqsoldb), we predict Y. (1) The molecule is O=C(O)c1cccnc1Nc1cccc(C(F)(F)F)c1. The Y is -4.17 log mol/L. (2) The molecule is CONC(=O)c1ccc([N+](=O)[O-])cc1. The Y is -2.28 log mol/L. (3) The drug is Clc1cccc(-c2ccccc2)c1Cl. The Y is -5.35 log mol/L. (4) The drug is CCOC(=O)c1cnn(C)c1S(=O)(=O)NC(=O)Nc1nc(OC)cc(OC)n1. The Y is -4.46 log mol/L. (5) The molecule is CC(O)C(O)c1cnc2[nH]c(N)nc(=O)c2n1. The Y is -2.53 log mol/L.